Dataset: Peptide-MHC class I binding affinity with 185,985 pairs from IEDB/IMGT. Task: Regression. Given a peptide amino acid sequence and an MHC pseudo amino acid sequence, predict their binding affinity value. This is MHC class I binding data. (1) The peptide sequence is QTIVFIWFI. The MHC is Mamu-A01 with pseudo-sequence Mamu-A01. The binding affinity (normalized) is 0.438. (2) The MHC is HLA-B18:01 with pseudo-sequence HLA-B18:01. The binding affinity (normalized) is 0.277. The peptide sequence is VLEWRFDSRL. (3) The peptide sequence is VVTNSTLEV. The MHC is HLA-A02:01 with pseudo-sequence HLA-A02:01. The binding affinity (normalized) is 0.170. (4) The peptide sequence is VPFVSVNPI. The MHC is HLA-B15:01 with pseudo-sequence HLA-B15:01. The binding affinity (normalized) is 0.0847.